This data is from Forward reaction prediction with 1.9M reactions from USPTO patents (1976-2016). The task is: Predict the product of the given reaction. (1) Given the reactants [N+:1]([C:4]1[CH:12]=[C:11]2[C:7]([CH:8]=[CH:9][NH:10]2)=[CH:6][C:5]=1[C:13]([F:16])([F:15])[F:14])([O-:3])=[O:2].[H-].[Na+].[CH3:19][O:20][CH2:21][CH2:22]Br, predict the reaction product. The product is: [CH3:19][O:20][CH2:21][CH2:22][N:10]1[C:11]2[C:7](=[CH:6][C:5]([C:13]([F:16])([F:14])[F:15])=[C:4]([N+:1]([O-:3])=[O:2])[CH:12]=2)[CH:8]=[CH:9]1. (2) The product is: [F:23][C:20]1[CH:21]=[CH:22][C:12]([C:2]([CH3:11])([CH3:1])[CH2:3][C@@:4]([C:7]([F:10])([F:8])[F:9])([OH:5])[CH2:6][C:28]#[CH:29])=[C:13]([CH2:14][OH:15])[CH:19]=1. Given the reactants [CH3:1][C:2]([C:12]1[CH:22]=[CH:21][C:20]([F:23])=[CH:19][C:13]=1[CH2:14][O:15]C(=O)C)([CH3:11])[CH2:3][C@:4]1([C:7]([F:10])([F:9])[F:8])[CH2:6][O:5]1.[Li].[OH-].[Na+].Cl.[CH2:28]1COC[CH2:29]1, predict the reaction product. (3) The product is: [N:1]1([C:5]2[N:10]=[C:9]([CH2:11][N:12]3[C@@H:16]([CH3:17])[C@@H:15]([C:18]4[CH:23]=[C:22]([C:24]([F:27])([F:26])[F:25])[CH:21]=[C:20]([C:28]([F:31])([F:30])[F:29])[CH:19]=4)[O:14][C:13]3=[O:32])[C:8]([C:33]3[CH:38]=[C:37]([C:49]4[O:50][C:46]([C:44]([O:43][CH3:42])=[O:45])=[CH:47][CH:48]=4)[CH:36]=[CH:35][C:34]=3[O:40][CH3:41])=[CH:7][CH:6]=2)[CH2:4][CH2:3][CH2:2]1. Given the reactants [N:1]1([C:5]2[N:10]=[C:9]([CH2:11][N:12]3[C@@H:16]([CH3:17])[C@@H:15]([C:18]4[CH:23]=[C:22]([C:24]([F:27])([F:26])[F:25])[CH:21]=[C:20]([C:28]([F:31])([F:30])[F:29])[CH:19]=4)[O:14][C:13]3=[O:32])[C:8]([C:33]3[CH:38]=[C:37](I)[CH:36]=[CH:35][C:34]=3[O:40][CH3:41])=[CH:7][CH:6]=2)[CH2:4][CH2:3][CH2:2]1.[CH3:42][O:43][C:44]([C:46]1[O:50][C:49](B(O)O)=[CH:48][CH:47]=1)=[O:45].N#N.C([O-])([O-])=O.[K+].[K+], predict the reaction product. (4) Given the reactants [H-].[Na+].[CH2:3]([O:10][C:11]1[CH:16]=[CH:15][C:14]([CH2:17][C:18]([O:20][CH2:21][CH3:22])=[O:19])=[CH:13][CH:12]=1)[C:4]1[CH:9]=[CH:8][CH:7]=[CH:6][CH:5]=1.[C:23](=O)([O:27]CC)[O:24][CH2:25][CH3:26], predict the reaction product. The product is: [CH2:3]([O:10][C:11]1[CH:16]=[CH:15][C:14]([CH:17]([C:23]([O:24][CH2:25][CH3:26])=[O:27])[C:18]([O:20][CH2:21][CH3:22])=[O:19])=[CH:13][CH:12]=1)[C:4]1[CH:5]=[CH:6][CH:7]=[CH:8][CH:9]=1. (5) Given the reactants [CH3:1][C:2]1[C:7]2[C:8](=[O:13])[O:9]C(=O)[NH:11][C:6]=2[CH:5]=[CH:4][C:3]=1[N:14]([CH3:16])[CH3:15].Cl.C([O-])(=O)C.[Na+], predict the reaction product. The product is: [NH2:11][C:6]1[C:7]([C:8]([OH:13])=[O:9])=[C:2]([CH3:1])[C:3]([N:14]([CH3:15])[CH3:16])=[CH:4][CH:5]=1. (6) Given the reactants [Br:1][C:2]1[CH:11]=[CH:10][C:9]2[NH:8][C:7](=S)[CH2:6][CH2:5][C:4]=2[C:3]=1[C:13]#[N:14].[C:15]([NH:18][NH2:19])(=O)[CH3:16], predict the reaction product. The product is: [Br:1][C:2]1[CH:11]=[CH:10][C:9]2[N:8]3[C:15]([CH3:16])=[N:18][N:19]=[C:7]3[CH2:6][CH2:5][C:4]=2[C:3]=1[C:13]#[N:14]. (7) Given the reactants [Cl:1][C:2]1[CH:11]=[C:10]2[C:5]([CH:6]=[CH:7][C:8](/[CH:12]=[CH:13]/[C:14]3[CH:15]=[C:16]([CH:20]([CH:25]4[CH2:27][CH2:26]4)[CH:21](OC)[OH:22])[CH:17]=[CH:18][CH:19]=3)=[N:9]2)=[CH:4][CH:3]=1.[C:28]([O:37][CH3:38])(=[O:36])[C:29]1[C:30](=[CH:32][CH:33]=[CH:34][CH:35]=1)O.N(C(OC(C)C)=O)=N[C:41](OC(C)C)=[O:42].ClCCl, predict the reaction product. The product is: [CH3:38][O:37][C:28](=[O:36])[C:29]1[CH:30]=[CH:32][CH:33]=[CH:34][C:35]=1[O:22][CH2:21][C:20]([O:42][CH3:41])([C:16]1[CH:17]=[CH:18][CH:19]=[C:14](/[CH:13]=[CH:12]/[C:8]2[CH:7]=[CH:6][C:5]3[C:4](=[CH:3][C:2]([Cl:1])=[CH:11][CH:10]=3)[N:9]=2)[CH:15]=1)[CH:25]1[CH2:26][CH2:27]1. (8) Given the reactants [NH2:1][C:2]1[CH:3]=[C:4]([CH:8]=[C:9]([C:11]([F:14])([F:13])[F:12])[CH:10]=1)[C:5]([OH:7])=O.C1C=C[C:18]2N(O)N=[N:21][C:19]=2[CH:20]=1.CN(C(ON1N=NC2C=CC=NC1=2)=[N+](C)C)C.F[P-](F)(F)(F)(F)F.CC(N)C.CCN(C(C)C)C(C)C, predict the reaction product. The product is: [NH2:1][C:2]1[CH:3]=[C:4]([CH:8]=[C:9]([C:11]([F:14])([F:13])[F:12])[CH:10]=1)[C:5]([NH:21][CH:19]([CH3:20])[CH3:18])=[O:7]. (9) Given the reactants CN(C=O)C.[Cl:6][C:7]1[N:12]=[CH:11][N:10]=[C:9]([C:13]([OH:15])=O)[CH:8]=1.C(Cl)(C([Cl:20])=O)=O, predict the reaction product. The product is: [Cl:6][C:7]1[N:12]=[CH:11][N:10]=[C:9]([C:13]([Cl:20])=[O:15])[CH:8]=1.